From a dataset of Peptide-MHC class II binding affinity with 134,281 pairs from IEDB. Regression. Given a peptide amino acid sequence and an MHC pseudo amino acid sequence, predict their binding affinity value. This is MHC class II binding data. (1) The peptide sequence is CVPKVTFTVEKGSNE. The MHC is DRB1_0405 with pseudo-sequence DRB1_0405. The binding affinity (normalized) is 0.402. (2) The peptide sequence is KGIHTVFGSAFQGLF. The MHC is DRB5_0101 with pseudo-sequence DRB5_0101. The binding affinity (normalized) is 0. (3) The peptide sequence is AKLMRDIPFRVGAVV. The MHC is DRB1_0404 with pseudo-sequence DRB1_0404. The binding affinity (normalized) is 0.528. (4) The peptide sequence is APATPAAAGAEAGKA. The MHC is DRB3_0101 with pseudo-sequence DRB3_0101. The binding affinity (normalized) is 0.100. (5) The peptide sequence is TFDGRGAQVYIGNGG. The MHC is DRB1_0701 with pseudo-sequence DRB1_0701. The binding affinity (normalized) is 0.245.